Dataset: Forward reaction prediction with 1.9M reactions from USPTO patents (1976-2016). Task: Predict the product of the given reaction. Given the reactants [C:1]([O:5][C:6]([N:8]1[C:11]2([CH2:15][CH2:14][NH:13][CH2:12]2)[CH:10]([CH3:16])[CH2:9]1)=[O:7])([CH3:4])([CH3:3])[CH3:2].Cl[C:18]1[C:19]2[CH:26]=[CH:25][NH:24][C:20]=2[N:21]=[CH:22][N:23]=1.C(=O)([O-])[O-].[K+].[K+], predict the reaction product. The product is: [C:1]([O:5][C:6]([N:8]1[C:11]2([CH2:15][CH2:14][N:13]([C:18]3[C:19]4[CH:26]=[CH:25][NH:24][C:20]=4[N:21]=[CH:22][N:23]=3)[CH2:12]2)[CH:10]([CH3:16])[CH2:9]1)=[O:7])([CH3:4])([CH3:2])[CH3:3].